Dataset: Forward reaction prediction with 1.9M reactions from USPTO patents (1976-2016). Task: Predict the product of the given reaction. Given the reactants [N+:1]([C:4]1[CH:9]=[CH:8][C:7]([CH2:10][CH2:11][C:12]([OH:14])=[O:13])=[CH:6][CH:5]=1)([O-:3])=[O:2].O=S(Cl)Cl.[CH3:19]O, predict the reaction product. The product is: [N+:1]([C:4]1[CH:5]=[CH:6][C:7]([CH2:10][CH2:11][C:12]([O:14][CH3:19])=[O:13])=[CH:8][CH:9]=1)([O-:3])=[O:2].